The task is: Predict which catalyst facilitates the given reaction.. This data is from Catalyst prediction with 721,799 reactions and 888 catalyst types from USPTO. (1) Reactant: [CH3:1][N:2]1[C:7](=[O:8])[C:6]([NH:9][C:10]2[CH:14]=[C:13]([CH3:15])[NH:12][N:11]=2)=[CH:5][C:4]([C:16]2[C:21]([CH:22]=[O:23])=[C:20]([N:24]3[CH2:36][CH2:35][N:27]4[C:28]5[CH2:29][CH2:30][CH2:31][CH2:32][C:33]=5[CH:34]=[C:26]4[C:25]3=[O:37])[N:19]=[CH:18][CH:17]=2)=[CH:3]1.O.[Li+].[OH-]. Product: [OH:23][CH2:22][C:21]1[C:20]([N:24]2[CH2:36][CH2:35][N:27]3[C:28]4[CH2:29][CH2:30][CH2:31][CH2:32][C:33]=4[CH:34]=[C:26]3[C:25]2=[O:37])=[N:19][CH:18]=[CH:17][C:16]=1[C:4]1[CH:5]=[C:6]([NH:9][C:10]2[CH:14]=[C:13]([CH3:15])[NH:12][N:11]=2)[C:7](=[O:8])[N:2]([CH3:1])[CH:3]=1. The catalyst class is: 1. (2) Reactant: C([N:8]1[CH2:13][CH2:12][CH:11]([O:14][C:15](=[O:20])[C:16]([CH3:19])([CH3:18])[CH3:17])[CH:10]([CH3:21])[CH2:9]1)C1C=CC=CC=1.Cl. Product: [CH3:21][CH:10]1[CH:11]([O:14][C:15](=[O:20])[C:16]([CH3:19])([CH3:18])[CH3:17])[CH2:12][CH2:13][NH:8][CH2:9]1. The catalyst class is: 293. (3) Reactant: [F:1][C:2]([F:15])([F:14])[S:3]([O:6]S(C(F)(F)F)(=O)=O)(=[O:5])=[O:4].N1C=CC=CC=1.O[C:23]1[CH:32]=[C:31]2[C:26]([C:27](=[O:34])[CH:28]=[C:29]([CH3:33])[O:30]2)=[CH:25][CH:24]=1. Product: [F:1][C:2]([F:15])([F:14])[S:3]([O:6][C:23]1[CH:32]=[C:31]2[C:26]([C:27](=[O:34])[CH:28]=[C:29]([CH3:33])[O:30]2)=[CH:25][CH:24]=1)(=[O:5])=[O:4]. The catalyst class is: 6. (4) Reactant: C[O:2][C:3](=[O:30])/[CH:4]=[CH:5]/[C:6]1[CH:7]=[C:8]2[C:26](=[CH:27][CH:28]=1)[O:25][C:11]1([CH2:16][CH2:15][N:14]([CH2:17][CH2:18][C:19]3[CH:24]=[CH:23][CH:22]=[CH:21][CH:20]=3)[CH2:13][CH2:12]1)[CH2:10][C:9]2=[O:29].Cl. Product: [C:19]1([CH2:18][CH2:17][N:14]2[CH2:13][CH2:12][C:11]3([CH2:10][C:9](=[O:29])[C:8]4[C:26](=[CH:27][CH:28]=[C:6](/[CH:5]=[CH:4]/[C:3]([OH:30])=[O:2])[CH:7]=4)[O:25]3)[CH2:16][CH2:15]2)[CH:24]=[CH:23][CH:22]=[CH:21][CH:20]=1. The catalyst class is: 15. (5) Reactant: [CH2:1]([CH:7]([C:9]1[CH:14]=[CH:13][C:12]([CH3:15])=[CH:11][CH:10]=1)[OH:8])[CH2:2][CH2:3][CH2:4][CH2:5][CH3:6].[Cr](Cl)([O-])(=O)=O.[NH+]1C=CC=CC=1. Product: [CH3:15][C:12]1[CH:13]=[CH:14][C:9]([C:7](=[O:8])[CH2:1][CH2:2][CH2:3][CH2:4][CH2:5][CH3:6])=[CH:10][CH:11]=1. The catalyst class is: 4.